This data is from Full USPTO retrosynthesis dataset with 1.9M reactions from patents (1976-2016). The task is: Predict the reactants needed to synthesize the given product. (1) Given the product [Br:1][C:2]1[N:7]=[CH:6][C:5]2[N:8]=[C:9]([CH2:14][O:15][CH:17]3[CH2:18][CH2:19][CH2:20][CH2:21][O:16]3)[N:10]([CH:11]([CH3:12])[CH3:13])[C:4]=2[CH:3]=1, predict the reactants needed to synthesize it. The reactants are: [Br:1][C:2]1[N:7]=[CH:6][C:5]2[N:8]=[C:9]([CH2:14][OH:15])[N:10]([CH:11]([CH3:13])[CH3:12])[C:4]=2[CH:3]=1.[O:16]1[CH:21]=[CH:20][CH2:19][CH2:18][CH2:17]1.C1(C)C=CC(S(O)(=O)=O)=CC=1. (2) Given the product [Cl:1][C:2]1[CH:8]=[CH:7][C:5]2[O:6][C@@H:11]([CH2:10][OH:15])[CH2:12][O:9][C:4]=2[CH:3]=1, predict the reactants needed to synthesize it. The reactants are: [Cl:1][C:2]1[CH:3]=[C:4]([OH:9])[C:5](=[CH:7][CH:8]=1)[OH:6].[C:10](OC1C(=CC(Cl)=CC=1)O[C:10](=[O:15])[C:11](C)(C)[CH3:12])(=[O:15])[C:11](C)(C)[CH3:12].[O-]P([O-])([O-])=O.[K+].[K+].[K+].C(OS(C1C=CC=C([N+]([O-])=O)C=1)(=O)=O)[C@@H]1OC1.C(O)(=O)C.[Cl-].[Na+]. (3) Given the product [N:21]([CH2:2][C@H:3]1[CH2:7][C:6]2[CH:8]=[C:9]([F:20])[CH:10]=[C:11]([C:12]3[CH:17]=[CH:16][C:15]([Cl:18])=[CH:14][C:13]=3[CH3:19])[C:5]=2[O:4]1)=[N+:22]=[N-:23], predict the reactants needed to synthesize it. The reactants are: Br[CH2:2][C@H:3]1[CH2:7][C:6]2[CH:8]=[C:9]([F:20])[CH:10]=[C:11]([C:12]3[CH:17]=[CH:16][C:15]([Cl:18])=[CH:14][C:13]=3[CH3:19])[C:5]=2[O:4]1.[N:21](CC1CC2C=C(Cl)C=C(C3C=CSC=3)C=2O1)=[N+:22]=[N-:23].